This data is from Forward reaction prediction with 1.9M reactions from USPTO patents (1976-2016). The task is: Predict the product of the given reaction. (1) Given the reactants [CH3:1][N:2]([CH3:6])[CH:3]([CH3:5])[CH3:4].[CH3:7][O:8][C:9](=[O:12])[O:10]C, predict the reaction product. The product is: [CH3:7][O:8][C:9](=[O:10])[O-:12].[CH3:1][N+:2]([CH3:7])([CH3:6])[CH:3]([CH3:5])[CH3:4]. (2) Given the reactants [F:1][C:2]1[CH:9]=[CH:8][C:5]([CH:6]=O)=[CH:4][C:3]=1[Br:10].[NH:11]1[CH2:16][CH2:15][O:14][CH2:13][CH2:12]1, predict the reaction product. The product is: [F:1][C:2]1[CH:9]=[CH:8][C:5]([CH2:6][N:11]2[CH2:16][CH2:15][O:14][CH2:13][CH2:12]2)=[CH:4][C:3]=1[Br:10].